From a dataset of Catalyst prediction with 721,799 reactions and 888 catalyst types from USPTO. Predict which catalyst facilitates the given reaction. Reactant: [Cl:1][C:2]1[C:3]2[S:10][CH:9]=[CH:8][C:4]=2[N:5]=[CH:6][N:7]=1.[Li]CCCC.[CH3:16][S:17]SC.CI. Product: [Cl:1][C:2]1[C:3]2[S:10][C:9]([S:17][CH3:16])=[CH:8][C:4]=2[N:5]=[CH:6][N:7]=1. The catalyst class is: 1.